From a dataset of Catalyst prediction with 721,799 reactions and 888 catalyst types from USPTO. Predict which catalyst facilitates the given reaction. (1) Reactant: [F:1][C:2]1[CH:18]=[CH:17][C:5]([CH2:6][N:7]2[C@@H:12]([CH3:13])[C:11](=O)[NH:10][C@H:9]([CH3:15])[C:8]2=O)=[CH:4][CH:3]=1.[H-].[Al+3].[Li+].[H-].[H-].[H-]. The catalyst class is: 7. Product: [F:1][C:2]1[CH:18]=[CH:17][C:5]([CH2:6][N:7]2[CH2:8][C@H:9]([CH3:15])[NH:10][CH2:11][C@H:12]2[CH3:13])=[CH:4][CH:3]=1. (2) Reactant: [CH3:1][O:2][C:3](=[O:13])[C@H:4]([CH2:6][C:7]1[CH:12]=[CH:11][CH:10]=[CH:9][CH:8]=1)[NH2:5].[CH3:14][C:15]([O-:17])=[O:16].[Na+].[C:19]([CH:23]1C(=O)OC(C(Cl)(Cl)Cl)[N:24]1[CH2:33][CH2:34][C:35]([CH3:38])([CH3:37])[CH3:36])(OC)=[O:20]. Product: [CH3:36][C:35]([CH2:34][CH2:33][NH:24][C@H:23]([C:19]([NH:5][C@H:4]([C:3]([O:2][CH3:1])=[O:13])[CH2:6][C:7]1[CH:12]=[CH:11][CH:10]=[CH:9][CH:8]=1)=[O:20])[CH2:14][C:15]([OH:17])=[O:16])([CH3:38])[CH3:37]. The catalyst class is: 7.